From a dataset of Peptide-MHC class II binding affinity with 134,281 pairs from IEDB. Regression. Given a peptide amino acid sequence and an MHC pseudo amino acid sequence, predict their binding affinity value. This is MHC class II binding data. (1) The peptide sequence is LGGLWKTVSPHRSPI. The MHC is HLA-DQA10501-DQB10301 with pseudo-sequence HLA-DQA10501-DQB10301. The binding affinity (normalized) is 0.253. (2) The binding affinity (normalized) is 0.190. The peptide sequence is STTVSTEQNVPDPQV. The MHC is DRB1_0404 with pseudo-sequence DRB1_0404. (3) The peptide sequence is IQARAAALAFEQAYA. The MHC is HLA-DPA10103-DPB10401 with pseudo-sequence HLA-DPA10103-DPB10401. The binding affinity (normalized) is 0.203. (4) The peptide sequence is EPFLKTTPRPLRLPD. The MHC is DRB5_0101 with pseudo-sequence DRB5_0101. The binding affinity (normalized) is 0.619.